Task: Predict the reactants needed to synthesize the given product.. Dataset: Full USPTO retrosynthesis dataset with 1.9M reactions from patents (1976-2016) (1) Given the product [Cl:1][C:2]1[C:10]2[C:6](=[C:7]([C:11]3[CH:16]=[CH:15][C:14]([O:17][CH3:18])=[CH:13][CH:12]=3)[N:8]([CH:21]3[CH2:25][CH2:24][CH2:23][CH2:22]3)[N:9]=2)[CH:5]=[CH:4][CH:3]=1, predict the reactants needed to synthesize it. The reactants are: [Cl:1][C:2]1[CH:3]=[CH:4][CH:5]=[C:6]2[C:10]=1[NH:9][N:8]=[C:7]2[C:11]1[CH:16]=[CH:15][C:14]([O:17][CH3:18])=[CH:13][CH:12]=1.[H-].[Na+].[CH:21]1(Br)[CH2:25][CH2:24][CH2:23][CH2:22]1. (2) The reactants are: [Cl:1][C:2]1[CH:3]=[C:4]([C:12]2[O:16][N:15]=[C:14]([C:17]3[CH:26]=[CH:25][CH:24]=[C:23]4[C:18]=3[CH:19]=[CH:20][N:21]=[C:22]4[N:27]3[CH2:32][CH2:31][CH:30]([C:33]([O:35]CC)=[O:34])[CH2:29][CH2:28]3)[N:13]=2)[CH:5]=[CH:6][C:7]=1[O:8][CH:9]([CH3:11])[CH3:10].O1CCCC1.CO.[OH-].[Li+:46]. Given the product [Li+:46].[Cl:1][C:2]1[CH:3]=[C:4]([C:12]2[O:16][N:15]=[C:14]([C:17]3[CH:26]=[CH:25][CH:24]=[C:23]4[C:18]=3[CH:19]=[CH:20][N:21]=[C:22]4[N:27]3[CH2:32][CH2:31][CH:30]([C:33]([O-:35])=[O:34])[CH2:29][CH2:28]3)[N:13]=2)[CH:5]=[CH:6][C:7]=1[O:8][CH:9]([CH3:11])[CH3:10], predict the reactants needed to synthesize it. (3) Given the product [CH:23]1([N:22]2[C:21]3[CH:20]=[CH:32][C:31]([C:33]([OH:35])=[O:34])=[CH:30][C:29]=3[N:19]=[C:18]2[C:13]2[CH:14]=[C:15]3[C:10](=[CH:11][CH:12]=2)[N:9]=[C:8]([C:6]2[CH:5]=[CH:4][C:3]4[C:2](=[CH:44][CH:43]=[C:42]([CH3:65])[CH:40]=4)[CH:7]=2)[CH:17]=[CH:16]3)[CH2:24][CH2:25][CH2:26][CH2:27][CH2:28]1, predict the reactants needed to synthesize it. The reactants are: Br[C:2]1[CH:3]=[CH:4][C:5](O)=[C:6]([C:8]2[CH:17]=[CH:16][C:15]3[C:10](=[CH:11][CH:12]=[C:13]([C:18]4[N:22]([CH:23]5[CH2:28][CH2:27][CH2:26][CH2:25][CH2:24]5)[C:21]5[CH:29]=[CH:30][C:31]([C:33]([OH:35])=[O:34])=[CH:32][C:20]=5[N:19]=4)[CH:14]=3)[N:9]=2)[CH:7]=1.C(O[C:40]([C:42]1[CH:65]=CC2N(C3CCCCC3)[C:40]([C:42]3[CH:65]=CC(N)=[C:44](C=O)[CH:43]=3)=N[C:44]=2[CH:43]=1)=O)C.CC1C=C2C(=CC=1)C=C(C(=O)C)C=C2.[OH-].[K+]. (4) The reactants are: [CH2:1]([O:8][C:9]1[CH:14]=[CH:13][C:12]([C:15](=[CH2:18])[CH:16]=[CH2:17])=[CH:11][CH:10]=1)[C:2]1[CH:7]=[CH:6][CH:5]=[CH:4][CH:3]=1.[CH3:19][C:20](=[CH2:23])[CH:21]=[O:22].B(F)(F)F. Given the product [CH2:1]([O:8][C:9]1[CH:10]=[CH:11][C:12]([C:15]2[CH2:18][CH2:19][C:20]([CH3:23])([CH:21]=[O:22])[CH2:17][CH:16]=2)=[CH:13][CH:14]=1)[C:2]1[CH:3]=[CH:4][CH:5]=[CH:6][CH:7]=1, predict the reactants needed to synthesize it. (5) Given the product [O:20]=[C:45]1[C:46]2[C:42]([CH:41]=[CH:40][N:39]=2)=[N:43][C:44]1=[O:61], predict the reactants needed to synthesize it. The reactants are: BrC1C(=O)N(CCCCCC)C2C=1C=C1C(=C(Br)C(=[O:20])N1CCCCCC)C=2.C(C(CCCCCCCCCC)C[N:39]1[C:46](C2SC(B3OC(C)(C)C(C)(C)O3)=CC=2)=[C:45]2[C:41](=[C:42](C3SC(B4OC(C)(C)C(C)(C)O4)=CC=3)[N:43](CC(CCCCCCCC)CCCCCCCCCC)[C:44]2=[O:61])[C:40]1=O)CCCCCCC.[O-]P([O-])([O-])=O.[K+].[K+].[K+].C1(C)C=CC=CC=1.O. (6) Given the product [F:1][C@H:2]1[C@@H:7]([O:8][C:9]2[CH:16]=[CH:15][C:14]([C:17]3[N:22]=[C:21]([NH:23][C:24]4[CH:29]=[CH:28][C:27]([N:30]5[CH2:35][CH2:34][N:33]([CH:36]6[CH2:37][O:38][CH2:39]6)[C@@H:32]([CH3:40])[CH2:31]5)=[CH:26][CH:25]=4)[N:20]=[CH:19][N:18]=3)=[CH:13][C:10]=2[C:11]#[N:12])[CH2:6][CH2:5][N:4]([C:42](=[O:43])[CH2:41][OH:44])[CH2:3]1, predict the reactants needed to synthesize it. The reactants are: [F:1][C@H:2]1[C@@H:7]([O:8][C:9]2[CH:16]=[CH:15][C:14]([C:17]3[N:22]=[C:21]([NH:23][C:24]4[CH:29]=[CH:28][C:27]([N:30]5[CH2:35][CH2:34][N:33]([CH:36]6[CH2:39][O:38][CH2:37]6)[C@@H:32]([CH3:40])[CH2:31]5)=[CH:26][CH:25]=4)[N:20]=[CH:19][N:18]=3)=[CH:13][C:10]=2[C:11]#[N:12])[CH2:6][CH2:5][NH:4][CH2:3]1.[C:41](O)(=[O:44])[CH2:42][OH:43].CN(C(ON1N=NC2C=CC=NC1=2)=[N+](C)C)C.F[P-](F)(F)(F)(F)F.C(Cl)Cl. (7) The reactants are: [Cl:1][C:2]1[CH:7]=[CH:6][C:5]([C:8]2[NH:12][N:11]=[C:10]([N:13]3[CH2:18][CH2:17][NH:16][CH2:15][CH2:14]3)[C:9]=2[C:19]2[CH:24]=[CH:23][N:22]=[CH:21][CH:20]=2)=[CH:4][CH:3]=1.[CH2:25]=O. Given the product [Cl:1][C:2]1[CH:7]=[CH:6][C:5]([C:8]2[NH:12][N:11]=[C:10]([N:13]3[CH2:18][CH2:17][N:16]([CH3:25])[CH2:15][CH2:14]3)[C:9]=2[C:19]2[CH:24]=[CH:23][N:22]=[CH:21][CH:20]=2)=[CH:4][CH:3]=1, predict the reactants needed to synthesize it. (8) The reactants are: [F:1][C:2]([F:34])([F:33])[C@H:3]1[CH2:8][CH2:7][C@H:6]([NH:9][C:10](=[O:32])[C:11]2[CH:16]=[C:15]([N+:17]([O-])=O)[C:14]([NH:20][CH3:21])=[N:13][C:12]=2[N:22]2[CH2:27][CH2:26][CH:25]([C:28]([F:31])([F:30])[F:29])[CH2:24][CH2:23]2)[CH2:5][CH2:4]1. Given the product [F:34][C:2]([F:1])([F:33])[C@H:3]1[CH2:8][CH2:7][C@H:6]([NH:9][C:10](=[O:32])[C:11]2[CH:16]=[C:15]([NH2:17])[C:14]([NH:20][CH3:21])=[N:13][C:12]=2[N:22]2[CH2:23][CH2:24][CH:25]([C:28]([F:30])([F:31])[F:29])[CH2:26][CH2:27]2)[CH2:5][CH2:4]1, predict the reactants needed to synthesize it. (9) Given the product [F:20][C:4]([F:3])([CH:17]([F:19])[F:18])[CH2:5][O:6][C:7]1[CH:8]=[CH:9][C:10]([C:13]([OH:15])=[O:14])=[N:11][CH:12]=1, predict the reactants needed to synthesize it. The reactants are: [OH-].[Li+].[F:3][C:4]([F:20])([CH:17]([F:19])[F:18])[CH2:5][O:6][C:7]1[CH:8]=[CH:9][C:10]([C:13]([O:15]C)=[O:14])=[N:11][CH:12]=1. (10) Given the product [CH3:16][N:17]1[CH:21]=[C:20]([C:2]2[C:3]([C:12]([F:15])([F:14])[F:13])=[CH:4][C:5]3[NH:10][CH2:9][CH2:8][O:7][C:6]=3[CH:11]=2)[CH:19]=[N:18]1, predict the reactants needed to synthesize it. The reactants are: Br[C:2]1[C:3]([C:12]([F:15])([F:14])[F:13])=[CH:4][C:5]2[NH:10][CH2:9][CH2:8][O:7][C:6]=2[CH:11]=1.[CH3:16][N:17]1[CH:21]=[C:20](B2OC(C)(C)C(C)(C)O2)[CH:19]=[N:18]1.C(=O)([O-])[O-].[Na+].[Na+].C1(P(C2CCCCC2)C2C=CC=CC=2C2C(C(C)C)=CC(C(C)C)=CC=2C(C)C)CCCCC1.